Predict the product of the given reaction. From a dataset of Forward reaction prediction with 1.9M reactions from USPTO patents (1976-2016). (1) Given the reactants [NH2:1][C:2]1[CH:3]=[CH:4][C:5]([F:18])=[C:6]([C@:8]2([CH3:17])[C:13]([F:15])([F:14])[CH2:12][O:11][C:10]([NH2:16])=[N:9]2)[CH:7]=1.[F:19][CH2:20][C:21]1[O:22][CH:23]=[C:24]([C:26]([OH:28])=[O:27])[N:25]=1, predict the reaction product. The product is: [CH:26]([OH:28])=[O:27].[NH2:16][C:10]1[O:11][CH2:12][C:13]([F:14])([F:15])[C@:8]([C:6]2[CH:7]=[C:2]([NH:1][C:26]([C:24]3[N:25]=[C:21]([CH2:20][F:19])[O:22][CH:23]=3)=[O:27])[CH:3]=[CH:4][C:5]=2[F:18])([CH3:17])[N:9]=1. (2) Given the reactants [C:1]([O:5][C:6]([N:8]1[CH2:15][CH2:14][CH2:13][C@H:9]1[C:10]([OH:12])=[O:11])=[O:7])([CH3:4])([CH3:3])[CH3:2].[N:16]1[CH:21]=[CH:20][CH:19]=[C:18]([CH2:22][CH2:23][CH2:24]O)[CH:17]=1.C1(N=C=NC2CCCCC2)CCCCC1.C12(CS(O)(=O)=O)C(C)(C)C(CC1)CC2=O, predict the reaction product. The product is: [C:1]([O:5][C:6]([N:8]1[CH2:15][CH2:14][CH2:13][CH:9]1[C:10]([O:12][CH2:24][CH2:23][CH2:22][C:18]1[CH:17]=[N:16][CH:21]=[CH:20][CH:19]=1)=[O:11])=[O:7])([CH3:4])([CH3:2])[CH3:3]. (3) The product is: [CH2:13]([N:1]1[CH2:6][CH:5]=[CH:4][CH2:3][CH2:2]1)[C:7]1[CH:12]=[CH:11][CH:10]=[CH:9][CH:8]=1. Given the reactants [N:1]1[CH:6]=[CH:5][CH:4]=[CH:3][CH:2]=1.[C:7]1([CH3:13])[CH:12]=[CH:11][CH:10]=[CH:9][CH:8]=1.C(Br)C1C=CC=CC=1.[BH4-].[Na+], predict the reaction product.